Dataset: Reaction yield outcomes from USPTO patents with 853,638 reactions. Task: Predict the reaction yield, written as a fraction of the theoretical maximum amount of product (1.0 means a 100% yield; for example, 0.34 means a 34% yield). The reactants are [Br:1]Br.[CH:3]1[CH:4]=[C:5]2[C:10]3=[C:11]([C:13]([O:15][C:16](=[O:17])[C:9]3=[CH:8][CH:7]=[CH:6]2)=[O:14])[CH:12]=1. The catalyst is [N+]([O-])(O)=O. The product is [CH:3]1[CH:12]=[C:11]2[C:13]([O:15][C:16](=[O:17])[C:9]3=[C:10]2[C:5](=[CH:6][C:7]([Br:1])=[CH:8]3)[CH:4]=1)=[O:14]. The yield is 0.200.